This data is from Reaction yield outcomes from USPTO patents with 853,638 reactions. The task is: Predict the reaction yield, written as a fraction of the theoretical maximum amount of product (1.0 means a 100% yield; for example, 0.34 means a 34% yield). (1) The reactants are C([C@H]1COC(=O)N1[C:14](=[O:24])[C@H:15]([C:17]1[CH:22]=[CH:21][C:20]([F:23])=[CH:19][CH:18]=1)[CH3:16])C1C=CC=CC=1.[BH4-].[Na+]. The catalyst is C1COCC1.O. The product is [F:23][C:20]1[CH:19]=[CH:18][C:17]([C@H:15]([CH3:16])[CH2:14][OH:24])=[CH:22][CH:21]=1. The yield is 0.970. (2) The reactants are [O:1]1[CH:5]=[CH:4][CH:3]=[C:2]1[C:6]([NH:8][CH2:9][C:10]1[N:11]=[C:12]([N:15]2[CH2:18][CH:17]([OH:19])[CH2:16]2)[S:13][CH:14]=1)=[O:7].[CH3:20][S:21](Cl)(=[O:23])=[O:22].C(N(CC)CC)C. The catalyst is C(Cl)Cl. The product is [O:1]1[CH:5]=[CH:4][CH:3]=[C:2]1[C:6]([NH:8][CH2:9][C:10]1[N:11]=[C:12]([N:15]2[CH2:16][CH:17]([O:19][S:21]([CH3:20])(=[O:23])=[O:22])[CH2:18]2)[S:13][CH:14]=1)=[O:7]. The yield is 0.780.